Dataset: Full USPTO retrosynthesis dataset with 1.9M reactions from patents (1976-2016). Task: Predict the reactants needed to synthesize the given product. (1) Given the product [C:59]([C:56]1[CH:57]=[CH:58][C:53]([N:52]2[C:51]([C:63]3[CH:68]=[CH:67][CH:66]=[CH:65][C:64]=3[CH3:30])=[N:50][N:49]=[C:48]2[C:1]2[CH:6]=[CH:5][CH:4]=[CH:3][CH:2]=2)=[CH:54][CH:55]=1)([CH3:62])([CH3:61])[CH3:60], predict the reactants needed to synthesize it. The reactants are: [CH:1]1(P([CH:1]2[CH2:6][CH2:5][CH2:4][CH2:3][CH2:2]2)C2C=CC=CC=2C2C(OC)=CC=CC=2OC)[CH2:6][CH2:5][CH2:4][CH2:3][CH2:2]1.[C:30]1(C)C=CC=CC=1.C1(C)C=CC=CC=1B(O)O.Br[C:48]1[N:52]([C:53]2[CH:58]=[CH:57][C:56]([C:59]([CH3:62])([CH3:61])[CH3:60])=[CH:55][CH:54]=2)[C:51]([C:63]2[CH:68]=[CH:67][CH:66]=[CH:65][CH:64]=2)=[N:50][N:49]=1. (2) Given the product [NH:1]1[C:9]2[C:4](=[C:5]([NH:10][C:11]3[C:16]([C:17]([NH2:29])=[O:18])=[C:15]([CH3:20])[N:14]=[C:13]([S:21][CH3:22])[N:12]=3)[CH:6]=[CH:7][CH:8]=2)[CH:3]=[CH:2]1, predict the reactants needed to synthesize it. The reactants are: [NH:1]1[C:9]2[C:4](=[C:5]([NH:10][C:11]3[C:16]([C:17](O)=[O:18])=[C:15]([CH3:20])[N:14]=[C:13]([S:21][CH3:22])[N:12]=3)[CH:6]=[CH:7][CH:8]=2)[CH:3]=[CH:2]1.C1C=CC2N(O)N=[N:29]C=2C=1.CCN=C=NCCCN(C)C.Cl.N. (3) Given the product [CH3:21][S:22]([OH:25])(=[O:24])=[O:23].[CH3:19][N:18]([CH3:20])[CH:16]([CH3:17])[C:14]([O:13][CH2:12][CH2:11][CH2:10][CH2:9][CH2:8][CH2:7][CH2:6][CH2:5][CH2:4][CH2:3][CH2:2][CH3:1])=[O:15], predict the reactants needed to synthesize it. The reactants are: [CH3:1][CH2:2][CH2:3][CH2:4][CH2:5][CH2:6][CH2:7][CH2:8][CH2:9][CH2:10][CH2:11][CH2:12][O:13][C:14]([CH:16]([N:18]([CH3:20])[CH3:19])[CH3:17])=[O:15].[CH3:21][S:22]([OH:25])(=[O:24])=[O:23].